Task: Predict the product of the given reaction.. Dataset: Forward reaction prediction with 1.9M reactions from USPTO patents (1976-2016) (1) Given the reactants Br[C:2]1[C:8]([Cl:9])=[CH:7][C:5]([NH2:6])=[C:4]([F:10])[CH:3]=1.[C:11]([Cu])#[N:12], predict the reaction product. The product is: [NH2:6][C:5]1[C:4]([F:10])=[CH:3][C:2]([C:11]#[N:12])=[C:8]([Cl:9])[CH:7]=1. (2) Given the reactants Br[C:2]1[C:10]2[O:9][C:8]([C:11]3[CH:19]=[CH:18][C:14]([C:15]([O-:17])=[O:16])=[CH:13][CH:12]=3)=[N:7][C:6]=2[CH:5]=[C:4]([C:20]#[N:21])[CH:3]=1.[C:22]1(C)[CH:27]=CC=C[CH:23]=1.[C:29](=O)([O-])[O-].[Na+].[Na+].C(B(O)O)=CC(=C)C, predict the reaction product. The product is: [C:20]([C:4]1[CH:3]=[C:2]([C:22]([CH3:27])=[CH2:23])[C:10]2[O:9][C:8]([C:11]3[CH:19]=[CH:18][C:14]([C:15]([O:17][CH3:29])=[O:16])=[CH:13][CH:12]=3)=[N:7][C:6]=2[CH:5]=1)#[N:21]. (3) The product is: [Cl:51][C:30]1[C:31]([O:32][C:33]2[CH:47]=[CH:46][C:36]3[N:37]=[C:38]([NH:40][C:41]([CH:43]4[CH2:45][CH2:44]4)=[O:42])[S:39][C:35]=3[C:34]=2[C:48]#[N:49])=[CH:50][C:27]([NH:26][C:9](=[O:11])[C:8]2[CH:12]=[CH:13][CH:14]=[C:6]([C:2]([CH3:1])([CH3:5])[C:3]#[CH:4])[CH:7]=2)=[C:28]([F:52])[CH:29]=1. Given the reactants [CH3:1][C:2]([C:6]1[CH:7]=[C:8]([CH:12]=[CH:13][CH:14]=1)[C:9]([OH:11])=O)([CH3:5])[C:3]#[CH:4].C(Cl)(=O)C(Cl)=O.CN(C)C=O.[NH2:26][C:27]1[C:28]([F:52])=[CH:29][C:30]([Cl:51])=[C:31]([CH:50]=1)[O:32][C:33]1[CH:47]=[CH:46][C:36]2[N:37]=[C:38]([NH:40][C:41]([CH:43]3[CH2:45][CH2:44]3)=[O:42])[S:39][C:35]=2[C:34]=1[C:48]#[N:49], predict the reaction product. (4) Given the reactants [H-].[Na+].[NH:3]1[CH:7]=[CH:6][CH:5]=[N:4]1.[F:8][C:9]1[CH:16]=[CH:15][C:12]([CH2:13]Br)=[CH:11][CH:10]=1, predict the reaction product. The product is: [F:8][C:9]1[CH:16]=[CH:15][C:12]([CH2:13][N:3]2[CH:7]=[CH:6][CH:5]=[N:4]2)=[CH:11][CH:10]=1. (5) Given the reactants [Cl:1][C:2]1[CH:7]=[CH:6][C:5]([C@@H:8]([N:10]2[C:14]([CH3:15])=[N:13][N:12]=[C:11]2[C@H:16]2[CH2:20][CH2:19][CH2:18][N:17]2C(OC(C)(C)C)=O)[CH3:9])=[CH:4][CH:3]=1, predict the reaction product. The product is: [Cl:1][C:2]1[CH:7]=[CH:6][C:5]([C@@H:8]([N:10]2[C:11]([C@H:16]3[CH2:20][CH2:19][CH2:18][NH:17]3)=[N:12][N:13]=[C:14]2[CH3:15])[CH3:9])=[CH:4][CH:3]=1.